Dataset: Forward reaction prediction with 1.9M reactions from USPTO patents (1976-2016). Task: Predict the product of the given reaction. Given the reactants Cl[C:2]1[CH:19]=[C:6]2[C:7]3[C:12]([CH2:13][CH2:14][N:5]2[C:4](=[O:20])[N:3]=1)=[CH:11][C:10]([O:15][CH3:16])=[C:9]([O:17][CH3:18])[CH:8]=3.[C:21]([C:25]1[CH:30]=[CH:29][CH:28]=[CH:27][C:26]=1[OH:31])([CH3:24])([CH3:23])[CH3:22].C(=O)([O-])[O-].[K+].[K+], predict the reaction product. The product is: [C:21]([C:25]1[CH:30]=[CH:29][CH:28]=[CH:27][C:26]=1[O:31][C:2]1[CH:19]=[C:6]2[C:7]3[C:12]([CH2:13][CH2:14][N:5]2[C:4](=[O:20])[N:3]=1)=[CH:11][C:10]([O:15][CH3:16])=[C:9]([O:17][CH3:18])[CH:8]=3)([CH3:24])([CH3:22])[CH3:23].